From a dataset of Full USPTO retrosynthesis dataset with 1.9M reactions from patents (1976-2016). Predict the reactants needed to synthesize the given product. (1) Given the product [Si:1]([O:8][CH2:9][CH2:10][NH:11][C:12]1[CH:13]=[CH:14][C:15]([NH:18][C:23]([C:24]2[NH:25][CH:26]=[N:27][C:28]=2[C:29]([O:31][CH3:32])=[O:30])=[O:33])=[CH:16][CH:17]=1)([C:4]([CH3:7])([CH3:6])[CH3:5])([CH3:3])[CH3:2], predict the reactants needed to synthesize it. The reactants are: [Si:1]([O:8][CH2:9][CH2:10][NH:11][C:12]1[CH:17]=[CH:16][C:15]([NH2:18])=[CH:14][CH:13]=1)([C:4]([CH3:7])([CH3:6])[CH3:5])([CH3:3])[CH3:2].O=C1[N:25]2[CH:26]=[N:27][C:28]([C:29]([O:31][CH3:32])=[O:30])=[C:24]2[C:23](=[O:33])N2C=NC(C([O-])=O)=C12. (2) The reactants are: [Br:1]N1C(=O)CCC1=O.[CH3:9][CH2:10][CH2:11][CH2:12][CH2:13]C.[C:15]([O:18][CH2:19][CH3:20])(=O)[CH3:16].CCCCCC. Given the product [Br:1][C:11]1[C:12]([CH3:13])=[CH:16][C:15]2[O:18][CH:19]=[CH:20][C:9]=2[CH:10]=1, predict the reactants needed to synthesize it. (3) Given the product [F:7][CH:16]1[C:15]2[C:20](=[CH:21][CH:22]=[CH:23][C:14]=2[F:13])[C:19]([C:24]2[CH:25]=[N:26][C:27]3[C:32]([CH:33]=2)=[CH:31][CH:30]=[CH:29][CH:28]=3)=[N:18][C:17]1([CH3:35])[CH3:34], predict the reactants needed to synthesize it. The reactants are: C(N(S(F)(F)[F:7])CC)C.C(Cl)Cl.[F:13][C:14]1[CH:23]=[CH:22][CH:21]=[C:20]2[C:15]=1[CH:16](O)[C:17]([CH3:35])([CH3:34])[N:18]=[C:19]2[C:24]1[CH:25]=[N:26][C:27]2[C:32]([CH:33]=1)=[CH:31][CH:30]=[CH:29][CH:28]=2. (4) Given the product [ClH:20].[CH:1]1([N:5]2[CH2:11][CH2:10][CH2:9][N:8]([C:12]([CH:14]3[CH2:15][CH2:16][N:17]([C:21]4[CH:26]=[CH:25][N:24]=[C:23]([C:27]#[N:28])[CH:22]=4)[CH2:18][CH2:19]3)=[O:13])[CH2:7][CH2:6]2)[CH2:4][CH2:3][CH2:2]1, predict the reactants needed to synthesize it. The reactants are: [CH:1]1([N:5]2[CH2:11][CH2:10][CH2:9][N:8]([C:12]([CH:14]3[CH2:19][CH2:18][NH:17][CH2:16][CH2:15]3)=[O:13])[CH2:7][CH2:6]2)[CH2:4][CH2:3][CH2:2]1.[Cl:20][C:21]1[CH:26]=[CH:25][N:24]=[C:23]([C:27]#[N:28])[CH:22]=1.